Dataset: Peptide-MHC class I binding affinity with 185,985 pairs from IEDB/IMGT. Task: Regression. Given a peptide amino acid sequence and an MHC pseudo amino acid sequence, predict their binding affinity value. This is MHC class I binding data. The peptide sequence is RARGETYGRLL. The MHC is Mamu-B08 with pseudo-sequence Mamu-B08. The binding affinity (normalized) is 0.329.